This data is from Reaction yield outcomes from USPTO patents with 853,638 reactions. The task is: Predict the reaction yield, written as a fraction of the theoretical maximum amount of product (1.0 means a 100% yield; for example, 0.34 means a 34% yield). (1) The reactants are P(Cl)(Cl)([Cl:3])=O.[N+:6]1([O-])[CH:11]=[CH:10][CH:9]=[C:8]2[CH2:12][CH2:13][CH:14]([C:15]([O:17][CH3:18])=[O:16])[C:7]=12.O. The catalyst is CN(C=O)C.C(Cl)(Cl)Cl. The product is [Cl:3][C:11]1[N:6]=[C:7]2[CH:14]([C:15]([O:17][CH3:18])=[O:16])[CH2:13][CH2:12][C:8]2=[CH:9][CH:10]=1. The yield is 0.250. (2) The yield is 0.852. The product is [Br:2][C:3]1[CH:4]=[CH:5][C:6]([CH:9]2[CH2:13][CH2:12][CH2:11][N:10]2[S:22]([CH3:21])(=[O:24])=[O:23])=[CH:7][CH:8]=1. The catalyst is C(Cl)Cl. The reactants are Cl.[Br:2][C:3]1[CH:8]=[CH:7][C:6]([CH:9]2[CH2:13][CH2:12][CH2:11][NH:10]2)=[CH:5][CH:4]=1.C(N(CC)CC)C.[CH3:21][S:22](Cl)(=[O:24])=[O:23]. (3) The reactants are [NH:1]1[C:9]2[C:4](=[CH:5][CH:6]=[CH:7][CH:8]=2)[C:3]([CH2:10][C:11]([O:13][CH2:14][CH3:15])=[O:12])=[CH:2]1.C([BH3-])#N.[Na+]. The catalyst is C(O)(=O)C.[OH-].[Na+].ClCCl. The product is [CH2:14]([O:13][C:11](=[O:12])[CH2:10][CH:3]1[C:4]2[C:9](=[CH:8][CH:7]=[CH:6][CH:5]=2)[NH:1][CH2:2]1)[CH3:15]. The yield is 0.780. (4) The reactants are [F:1][C:2]1[CH:7]=[CH:6][CH:5]=[C:4]([F:8])[C:3]=1[CH2:9][C:10]#[N:11]. The catalyst is O1CCCC1. The product is [F:1][C:2]1[CH:7]=[CH:6][CH:5]=[C:4]([F:8])[C:3]=1[CH2:9][CH2:10][NH2:11]. The yield is 0.550.